This data is from Peptide-MHC class I binding affinity with 185,985 pairs from IEDB/IMGT. The task is: Regression. Given a peptide amino acid sequence and an MHC pseudo amino acid sequence, predict their binding affinity value. This is MHC class I binding data. (1) The peptide sequence is WTYNAELLVL. The MHC is Mamu-A02 with pseudo-sequence Mamu-A02. The binding affinity (normalized) is 0.851. (2) The MHC is HLA-A02:19 with pseudo-sequence HLA-A02:19. The peptide sequence is WFQRIPLQW. The binding affinity (normalized) is 0.0847. (3) The peptide sequence is RQADILRQF. The MHC is HLA-B08:02 with pseudo-sequence HLA-B08:02. The binding affinity (normalized) is 0.0847. (4) The peptide sequence is FYMASTWGA. The MHC is HLA-A68:02 with pseudo-sequence HLA-A68:02. The binding affinity (normalized) is 0.590. (5) The peptide sequence is TFMIITSTK. The MHC is H-2-Dd with pseudo-sequence H-2-Dd. The binding affinity (normalized) is 0.